This data is from Catalyst prediction with 721,799 reactions and 888 catalyst types from USPTO. The task is: Predict which catalyst facilitates the given reaction. (1) Reactant: [C:1]([O:5][C:6]([N:8]1[CH2:12][CH2:11][CH2:10][CH:9]1[C:13]1[S:14][C:15]([C:18]2[CH:23]=[CH:22][C:21](Br)=[CH:20][CH:19]=2)=[CH:16][N:17]=1)=[O:7])([CH3:4])([CH3:3])[CH3:2].[B:25]1([B:25]2[O:29][C:28]([CH3:31])([CH3:30])[C:27]([CH3:33])([CH3:32])[O:26]2)[O:29][C:28]([CH3:31])([CH3:30])[C:27]([CH3:33])([CH3:32])[O:26]1.C([O-])(=O)C.[K+]. Product: [C:1]([O:5][C:6]([N:8]1[CH2:12][CH2:11][CH2:10][CH:9]1[C:13]1[S:14][C:15]([C:18]2[CH:23]=[CH:22][C:21]([B:25]3[O:29][C:28]([CH3:31])([CH3:30])[C:27]([CH3:33])([CH3:32])[O:26]3)=[CH:20][CH:19]=2)=[CH:16][N:17]=1)=[O:7])([CH3:4])([CH3:3])[CH3:2]. The catalyst class is: 752. (2) The catalyst class is: 2. Reactant: [NH2:1][C:2]1[CH:7]=[CH:6][C:5]([O:8][CH2:9][C:10]#[CH:11])=[CH:4][C:3]=1[C:12]([C:14]1[CH:19]=[CH:18][C:17]([CH:20]([CH3:22])[CH3:21])=[CH:16][CH:15]=1)=[O:13].[N+:23]([C:26]1[CH:27]=[C:28]([CH:31]=[CH:32][CH:33]=1)[CH2:29]Br)([O-:25])=[O:24].CCN(C(C)C)C(C)C. Product: [CH:20]([C:17]1[CH:16]=[CH:15][C:14]([C:12]([C:3]2[CH:4]=[C:5]([O:8][CH2:9][C:10]#[CH:11])[CH:6]=[CH:7][C:2]=2[NH:1][CH2:29][C:28]2[CH:31]=[CH:32][CH:33]=[C:26]([N+:23]([O-:25])=[O:24])[CH:27]=2)=[O:13])=[CH:19][CH:18]=1)([CH3:22])[CH3:21]. (3) Reactant: [N+:1]([C:4]1[CH:5]=[N:6][N:7]([CH2:9][CH2:10][CH2:11][NH:12][C:13](=[O:19])[O:14][C:15]([CH3:18])([CH3:17])[CH3:16])[CH:8]=1)([O-])=O. The catalyst class is: 19. Product: [NH2:1][C:4]1[CH:5]=[N:6][N:7]([CH2:9][CH2:10][CH2:11][NH:12][C:13](=[O:19])[O:14][C:15]([CH3:17])([CH3:16])[CH3:18])[CH:8]=1. (4) Reactant: Br[C:2]1[CH:3]=[C:4]2[C:8](=[C:9]([C:11]([NH2:13])=[O:12])[CH:10]=1)[NH:7][CH:6]=[C:5]2[C@@H:14]1[CH2:19][CH2:18][S:17](=[O:21])(=[O:20])[C@@H:16]([CH:22]([CH3:24])[CH3:23])[CH2:15]1.[O:25]1[CH2:30][CH2:29]O[CH2:27][CH2:26]1.O1C=CC=C1B(O)O.C([O-])([O-])=O.[K+].[K+]. Product: [O:25]1[CH:30]=[CH:29][CH:27]=[C:26]1[C:2]1[CH:3]=[C:4]2[C:8](=[C:9]([C:11]([NH2:13])=[O:12])[CH:10]=1)[NH:7][CH:6]=[C:5]2[C@@H:14]1[CH2:19][CH2:18][S:17](=[O:21])(=[O:20])[C@@H:16]([CH:22]([CH3:23])[CH3:24])[CH2:15]1. The catalyst class is: 263. (5) Reactant: [C:1]([N:8]([CH2:37][CH3:38])[C:9]([NH:11][C:12]1[NH:16][C:15]2[C:17]([C@H:32]3[CH2:36][CH2:35][CH2:34][O:33]3)=[C:18]([F:31])[C:19]([C:21]3[CH:22]=[N:23][C:24]([C:27]([OH:30])([CH3:29])[CH3:28])=[N:25][CH:26]=3)=[CH:20][C:14]=2[N:13]=1)=[O:10])([O:3][C:4]([CH3:7])([CH3:6])[CH3:5])=[O:2].N1C=NN=N1.CC(N([P:51]([O:60][CH2:61][C:62]1[CH:67]=[CH:66][CH:65]=[CH:64][CH:63]=1)[O:52]CC1C=CC=CC=1)C(C)C)C.C1C=C(Cl)C=C(C(OO)=[O:76])C=1. Product: [CH2:61]([O:60][P:51]([OH:52])([O:33][CH2:32][C:17]1[CH:15]=[CH:14][CH:20]=[CH:19][CH:18]=1)=[O:76])[C:62]1[CH:63]=[CH:64][CH:65]=[CH:66][CH:67]=1.[C:1]([N:8]([CH2:37][CH3:38])[C:9]([NH:11][C:12]1[NH:16][C:15]2[C:17]([C@H:32]3[CH2:36][CH2:35][CH2:34][O:33]3)=[C:18]([F:31])[C:19]([C:21]3[CH:22]=[N:23][C:24]([C:27]([OH:30])([CH3:28])[CH3:29])=[N:25][CH:26]=3)=[CH:20][C:14]=2[N:13]=1)=[O:10])([O:3][C:4]([CH3:7])([CH3:5])[CH3:6])=[O:2]. The catalyst class is: 2. (6) Reactant: [C:1](Cl)(=[O:3])[CH3:2].[Cl:5][C:6]1[CH:7]=[CH:8][C:9]2[N:15]([CH2:16][C:17]([CH3:21])([CH3:20])[CH2:18][OH:19])[C:14](=[O:22])[C@@H:13]([CH2:23][C:24]([NH:26][C:27]3[CH:32]=[CH:31][C:30]([CH2:33][CH2:34][C:35]([OH:37])=[O:36])=[CH:29][C:28]=3[CH3:38])=[O:25])[O:12][C@H:11]([C:39]3[CH:44]=[CH:43][CH:42]=[C:41]([O:45][CH3:46])[C:40]=3[O:47][CH3:48])[C:10]=2[CH:49]=1.N1C=CC=CC=1.C(OCC)(=O)C. Product: [C:1]([O:19][CH2:18][C:17]([CH3:21])([CH3:20])[CH2:16][N:15]1[C:9]2[CH:8]=[CH:7][C:6]([Cl:5])=[CH:49][C:10]=2[C@@H:11]([C:39]2[CH:44]=[CH:43][CH:42]=[C:41]([O:45][CH3:46])[C:40]=2[O:47][CH3:48])[O:12][C@H:13]([CH2:23][C:24]([NH:26][C:27]2[CH:32]=[CH:31][C:30]([CH2:33][CH2:34][C:35]([OH:37])=[O:36])=[CH:29][C:28]=2[CH3:38])=[O:25])[C:14]1=[O:22])(=[O:3])[CH3:2]. The catalyst class is: 6.